The task is: Predict the reactants needed to synthesize the given product.. This data is from Retrosynthesis with 50K atom-mapped reactions and 10 reaction types from USPTO. (1) Given the product C=CC(=O)NCc1ccccc1, predict the reactants needed to synthesize it. The reactants are: C=CC(=O)Cl.NCc1ccccc1. (2) The reactants are: C=Cc1csc(C2CCN(C(=O)OC(C)(C)C)CC2)n1. Given the product C=Cc1csc(C2CCNCC2)n1, predict the reactants needed to synthesize it.